Dataset: Reaction yield outcomes from USPTO patents with 853,638 reactions. Task: Predict the reaction yield, written as a fraction of the theoretical maximum amount of product (1.0 means a 100% yield; for example, 0.34 means a 34% yield). (1) The reactants are [C:1]([O:5][C:6](=[O:22])[NH:7][CH2:8][CH2:9][C:10]1[C:18]2[C:13](=[CH:14][C:15]([N+:19]([O-])=O)=[CH:16][CH:17]=2)[NH:12][CH:11]=1)([CH3:4])([CH3:3])[CH3:2]. The catalyst is CCO.[Ni]. The product is [C:1]([O:5][C:6](=[O:22])[NH:7][CH2:8][CH2:9][C:10]1[C:18]2[C:13](=[CH:14][C:15]([NH2:19])=[CH:16][CH:17]=2)[NH:12][CH:11]=1)([CH3:4])([CH3:2])[CH3:3]. The yield is 0.670. (2) The reactants are [Cl:1][C:2]1[CH:7]=[N:6][C:5]2=[CH:8][N:9]([CH2:11][C:12]([NH:16][C:17](=[O:29])[C:18]3[CH:23]=[CH:22][C:21]([O:24][C:25]([F:28])([F:27])[F:26])=[CH:20][CH:19]=3)([C:14]#[N:15])[CH3:13])[N:10]=[C:4]2[CH:3]=1.[Br:30]N1C(=O)CCC1=O. The catalyst is C(#N)C. The product is [Br:30][C:8]1[N:9]([CH2:11][C:12]([NH:16][C:17](=[O:29])[C:18]2[CH:23]=[CH:22][C:21]([O:24][C:25]([F:26])([F:27])[F:28])=[CH:20][CH:19]=2)([C:14]#[N:15])[CH3:13])[N:10]=[C:4]2[CH:3]=[C:2]([Cl:1])[CH:7]=[N:6][C:5]=12. The yield is 0.800. (3) The reactants are [C:1]([C:3]1[CH:4]=[C:5]([C:24]2[CH:29]=[CH:28][C:27]([N:30]3[C:34](=[O:35])[N:33]([CH2:36][CH2:37][N:38]([CH:46]([CH3:48])[CH3:47])C(=O)OC(C)(C)C)[N:32]=[CH:31]3)=[C:26]([F:49])[CH:25]=2)[CH:6]=[N:7][C:8]=1[N:9]1[CH2:14][CH2:13][N:12]([C:15]2[N:20]=[CH:19][C:18]([CH2:21][CH3:22])=[CH:17][N:16]=2)[CH2:11][C@@H:10]1[CH3:23])#[N:2].[ClH:50]. The catalyst is C(OCC)(=O)C. The product is [ClH:50].[CH2:21]([C:18]1[CH:19]=[N:20][C:15]([N:12]2[CH2:13][CH2:14][N:9]([C:8]3[N:7]=[CH:6][C:5]([C:24]4[CH:29]=[CH:28][C:27]([N:30]5[C:34](=[O:35])[N:33]([CH2:36][CH2:37][NH:38][CH:46]([CH3:48])[CH3:47])[N:32]=[CH:31]5)=[C:26]([F:49])[CH:25]=4)=[CH:4][C:3]=3[C:1]#[N:2])[C@@H:10]([CH3:23])[CH2:11]2)=[N:16][CH:17]=1)[CH3:22]. The yield is 0.959. (4) The reactants are CCN(C(C)C)C(C)C.[C:10]1([NH:16][C:17]2[CH:18]=[CH:19][C:20]([C:23]([OH:25])=O)=[N:21][CH:22]=2)[CH:15]=[CH:14][CH:13]=[CH:12][CH:11]=1.CCN=C=NCCCN(C)C.C1C=CC2N(O)N=NC=2C=1.[NH2:47][CH2:48][C:49]([N:51]1[CH2:56][CH2:55][N:54]([C:57](=[O:69])[C:58]2[CH:63]=[C:62]([F:64])[CH:61]=[CH:60][C:59]=2[C:65]([F:68])([F:67])[F:66])[CH2:53][CH2:52]1)=[O:50].Cl. The catalyst is CN(C=O)C.O. The product is [F:64][C:62]1[CH:61]=[CH:60][C:59]([C:65]([F:67])([F:66])[F:68])=[C:58]([CH:63]=1)[C:57]([N:54]1[CH2:55][CH2:56][N:51]([C:49](=[O:50])[CH2:48][NH:47][C:23]([C:20]2[CH:19]=[CH:18][C:17]([NH:16][C:10]3[CH:11]=[CH:12][CH:13]=[CH:14][CH:15]=3)=[CH:22][N:21]=2)=[O:25])[CH2:52][CH2:53]1)=[O:69]. The yield is 0.440. (5) The reactants are Br[C:2]1[CH:7]=[CH:6][N:5]=[C:4]([C:8]2[CH2:12][CH2:11][C@@:10]3([CH2:16][CH2:15][N:14]([CH3:17])[C:13]3=[O:18])[N:9]=2)[CH:3]=1.[F:19][C:20]([F:31])([F:30])[C:21]1[CH:26]=[CH:25][C:24](B(O)O)=[CH:23][CH:22]=1.C(=O)([O-])[O-].[Na+].[Na+]. The catalyst is CC#N.O.C1(C=CC=CC=1)[P](C1C=CC=CC=1)(C1C=CC=CC=1)[Pd][P](C1C=CC=CC=1)(C1C=CC=CC=1)C1C=CC=CC=1. The product is [CH3:17][N:14]1[CH2:15][CH2:16][C@:10]2([N:9]=[C:8]([C:4]3[CH:3]=[C:2]([C:24]4[CH:25]=[CH:26][C:21]([C:20]([F:31])([F:30])[F:19])=[CH:22][CH:23]=4)[CH:7]=[CH:6][N:5]=3)[CH2:12][CH2:11]2)[C:13]1=[O:18]. The yield is 0.896. (6) The reactants are ClC(C1C(CC2CC2)=C(C(OC)=O)C(C(F)F)=NC=1C(F)(F)F)=O.[CH:25]1([CH2:28][C:29]2[C:34]([C:35]#[N:36])=[C:33]([C:37]([F:40])([F:39])[F:38])[N:32]=[C:31]([CH:41]([F:43])[F:42])[C:30]=2[C:44]([O:46][CH3:47])=[O:45])[CH2:27][CH2:26]1.C(NCC)C.[SH2:53]. The catalyst is CN(C=O)C. The product is [NH2:36][C:35](=[S:53])[C:34]1[C:29]([CH2:28][CH:25]2[CH2:27][CH2:26]2)=[C:30]([C:44]([O:46][CH3:47])=[O:45])[C:31]([CH:41]([F:43])[F:42])=[N:32][C:33]=1[C:37]([F:40])([F:38])[F:39]. The yield is 0.800. (7) The product is [CH3:27][O:28][C:13](=[O:29])[C:12]([C:2]1[CH:10]=[CH:9][C:5]([CH2:6][CH2:7][OH:8])=[CH:4][CH:3]=1)([CH3:15])[CH3:14]. The catalyst is C1C=CC(/C=C/C(/C=C/C2C=CC=CC=2)=O)=CC=1.C1C=CC(/C=C/C(/C=C/C2C=CC=CC=2)=O)=CC=1.[Pd].[F-].[F-].[Zn+2].C(OCC)(=O)C. The yield is 1.00. The reactants are Br[C:2]1[CH:10]=[CH:9][C:5]([CH2:6][CH2:7][OH:8])=[CH:4][CH:3]=1.P([C:12]([CH3:15])([CH3:14])[CH3:13])([C:12]([CH3:15])([CH3:14])[CH3:13])[C:12]([CH3:15])([CH3:14])[CH3:13].CN([CH:27]=[O:28])C.[OH2:29].